This data is from Peptide-MHC class I binding affinity with 185,985 pairs from IEDB/IMGT. The task is: Regression. Given a peptide amino acid sequence and an MHC pseudo amino acid sequence, predict their binding affinity value. This is MHC class I binding data. (1) The peptide sequence is NALLLGVFL. The MHC is H-2-Db with pseudo-sequence H-2-Db. The binding affinity (normalized) is 0.562. (2) The peptide sequence is LLAACFARSR. The MHC is Patr-A0101 with pseudo-sequence Patr-A0101. The binding affinity (normalized) is 0.247.